Dataset: Full USPTO retrosynthesis dataset with 1.9M reactions from patents (1976-2016). Task: Predict the reactants needed to synthesize the given product. (1) Given the product [C:1]([O:5][C:6]([NH:8][CH2:9][CH2:10][CH2:11][NH:12][S:13]([C:16]1[C:21]([Cl:22])=[CH:20][CH:19]=[C:18]([N+:23]([O-:25])=[O:24])[C:17]=1[OH:29])(=[O:15])=[O:14])=[O:7])([CH3:4])([CH3:3])[CH3:2], predict the reactants needed to synthesize it. The reactants are: [C:1]([O:5][C:6]([NH:8][CH2:9][CH2:10][CH2:11][NH:12][S:13]([C:16]1[C:21]([Cl:22])=[CH:20][CH:19]=[C:18]([N+:23]([O-:25])=[O:24])[C:17]=1Cl)(=[O:15])=[O:14])=[O:7])([CH3:4])([CH3:3])[CH3:2].[H-].[Na+].[OH2:29]. (2) Given the product [Br:7][C:8]1[CH:9]=[CH:10][C:11]([F:16])=[C:12]([CH:15]=1)[CH:13]=[CH2:1], predict the reactants needed to synthesize it. The reactants are: [CH3:1]C(C)([O-])C.[K+].[Br:7][C:8]1[CH:9]=[CH:10][C:11]([F:16])=[C:12]([CH:15]=1)[CH:13]=O.